From a dataset of Forward reaction prediction with 1.9M reactions from USPTO patents (1976-2016). Predict the product of the given reaction. Given the reactants C(O)(C(F)(F)F)=O.[CH3:8][N:9]1[CH:14]2[CH2:15][CH2:16][CH:10]1[CH2:11][CH:12]([N:17]1[C:30]3[CH:29]=[CH:28][C:27]([C:31](O)=[O:32])=[CH:26][C:25]=3[O:24][C:23]3[C:18]1=[CH:19][CH:20]=[CH:21][CH:22]=3)[CH2:13]2.CN(C(ON1N=NC2C=CC=CC1=2)=[N+](C)C)C.F[P-](F)(F)(F)(F)F.[CH2:58]([N:60](CC)[CH2:61][CH3:62])[CH3:59], predict the reaction product. The product is: [CH2:58]([N:60]([CH2:61][CH3:62])[C:31]([C:27]1[CH:28]=[CH:29][C:30]2[N:17]([CH:12]3[CH2:13][CH:14]4[N:9]([CH3:8])[CH:10]([CH2:16][CH2:15]4)[CH2:11]3)[C:18]3[C:23]([O:24][C:25]=2[CH:26]=1)=[CH:22][CH:21]=[CH:20][CH:19]=3)=[O:32])[CH3:59].